This data is from Reaction yield outcomes from USPTO patents with 853,638 reactions. The task is: Predict the reaction yield, written as a fraction of the theoretical maximum amount of product (1.0 means a 100% yield; for example, 0.34 means a 34% yield). (1) The yield is 0.210. The product is [C:1]([NH:5][C:6]1[N:15]([CH3:16])[C:14](=[O:17])[C:13]2[C:8](=[C:9]([C:27]3[NH:31][C:30]4[C:32]5([CH2:37][CH2:36]5)[NH:33][C:34](=[O:35])[C:29]=4[CH:28]=3)[CH:10]=[CH:11][CH:12]=2)[N:7]=1)([CH3:4])([CH3:3])[CH3:2]. No catalyst specified. The reactants are [C:1]([NH:5][C:6]1[N:15]([CH3:16])[C:14](=[O:17])[C:13]2[C:8](=[C:9](I)[CH:10]=[CH:11][CH:12]=2)[N:7]=1)([CH3:4])([CH3:3])[CH3:2].CC1(C)C(C)(C)OB([C:27]2[NH:31][C:30]3[C:32]4([CH2:37][CH2:36]4)[NH:33][C:34](=[O:35])[C:29]=3[CH:28]=2)O1. (2) The reactants are [ClH:1].C(OC(=O)[NH:8][C@H:9]1[CH2:12][C@H:11]([N:13]2[C:17]3=[N:18][CH:19]=[CH:20][CH:21]=[C:16]3[N:15]([CH3:22])[C:14]2=[O:23])[CH2:10]1)(C)(C)C. The catalyst is O1CCOCC1. The product is [ClH:1].[NH2:8][C@H:9]1[CH2:12][C@H:11]([N:13]2[C:17]3=[N:18][CH:19]=[CH:20][CH:21]=[C:16]3[N:15]([CH3:22])[C:14]2=[O:23])[CH2:10]1. The yield is 0.510. (3) The reactants are [Cl:1][C:2]1[CH:7]=[CH:6][N:5]2[N:8]=[CH:9][CH:10]=[C:4]2[N:3]=1.[Br:11]N1C(=O)CCC1=O.O. The catalyst is ClCCl. The product is [Br:11][C:10]1[CH:9]=[N:8][N:5]2[CH:6]=[CH:7][C:2]([Cl:1])=[N:3][C:4]=12. The yield is 0.450. (4) The reactants are [P:1]([O:19][C@@:20]([C:36]1[CH:41]=[CH:40][C:39]([F:42])=[CH:38][C:37]=1[F:43])([C@H:27]([C:29]1[C:34]([F:35])=[CH:33][N:32]=[CH:31][N:30]=1)[CH3:28])[CH2:21][N:22]1[CH:26]=[N:25][CH:24]=[N:23]1)([O:11]CC1C=CC=CC=1)([O:3]CC1C=CC=CC=1)=[O:2]. The yield is 0.490. The catalyst is CO.[OH-].[OH-].[Pd+2]. The product is [P:1]([OH:11])([OH:3])([O:19][C@@:20]([C:36]1[CH:41]=[CH:40][C:39]([F:42])=[CH:38][C:37]=1[F:43])([C@H:27]([C:29]1[C:34]([F:35])=[CH:33][N:32]=[CH:31][N:30]=1)[CH3:28])[CH2:21][N:22]1[CH:26]=[N:25][CH:24]=[N:23]1)=[O:2]. (5) The reactants are C(OC([NH:8][CH:9]([C:11]1[S:12][C:13]([C:16]([O:18][CH2:19][C:20]2[CH:25]=[CH:24][CH:23]=[CH:22][CH:21]=2)=[O:17])=[CH:14][N:15]=1)[CH3:10])=O)(C)(C)C.[ClH:26]. The catalyst is C1COCC1.O1CCOCC1. The product is [ClH:26].[NH2:8][CH:9]([C:11]1[S:12][C:13]([C:16]([O:18][CH2:19][C:20]2[CH:25]=[CH:24][CH:23]=[CH:22][CH:21]=2)=[O:17])=[CH:14][N:15]=1)[CH3:10]. The yield is 1.00. (6) The reactants are C(OP([CH2:9][C:10]([O:12][CH2:13][CH3:14])=[O:11])(OCC)=O)C.[H-].[Na+].[Cl:17][C:18]1[C:19]([CH2:28][N:29]2[C:33]([CH:34]=O)=[CH:32][C:31]([O:36][CH:37]([CH3:39])[CH3:38])=[N:30]2)=[N:20][CH:21]=[C:22]([C:24]([F:27])([F:26])[F:25])[CH:23]=1.[Cl-].[NH4+]. The catalyst is CN(C)C=O.O1CCCC1. The product is [Cl:17][C:18]1[C:19]([CH2:28][N:29]2[C:33](/[CH:34]=[CH:9]/[C:10]([O:12][CH2:13][CH3:14])=[O:11])=[CH:32][C:31]([O:36][CH:37]([CH3:39])[CH3:38])=[N:30]2)=[N:20][CH:21]=[C:22]([C:24]([F:27])([F:25])[F:26])[CH:23]=1. The yield is 0.830. (7) The reactants are [Cl:1][C:2]1[C:7]([I:8])=[CH:6][C:5]([N+:9]([O-])=O)=[CH:4][N:3]=1. The catalyst is [Fe]. The product is [NH2:9][C:5]1[CH:6]=[C:7]([I:8])[C:2]([Cl:1])=[N:3][CH:4]=1. The yield is 0.770.